From a dataset of Peptide-MHC class I binding affinity with 185,985 pairs from IEDB/IMGT. Regression. Given a peptide amino acid sequence and an MHC pseudo amino acid sequence, predict their binding affinity value. This is MHC class I binding data. (1) The peptide sequence is PHDPDFLVL. The MHC is HLA-B46:01 with pseudo-sequence HLA-B46:01. The binding affinity (normalized) is 0.0847. (2) The peptide sequence is KLLARFLFE. The MHC is HLA-B27:03 with pseudo-sequence HLA-B27:03. The binding affinity (normalized) is 0.0847.